This data is from Peptide-MHC class I binding affinity with 185,985 pairs from IEDB/IMGT. The task is: Regression. Given a peptide amino acid sequence and an MHC pseudo amino acid sequence, predict their binding affinity value. This is MHC class I binding data. (1) The peptide sequence is FMGRIRSVY. The MHC is HLA-A69:01 with pseudo-sequence HLA-A69:01. The binding affinity (normalized) is 0.0847. (2) The peptide sequence is MRMAWGGSY. The MHC is HLA-B48:01 with pseudo-sequence HLA-B48:01. The binding affinity (normalized) is 0.0847. (3) The peptide sequence is KSVGVERTM. The MHC is HLA-B46:01 with pseudo-sequence HLA-B46:01. The binding affinity (normalized) is 0.0847. (4) The peptide sequence is VLEGFEGDL. The MHC is HLA-A69:01 with pseudo-sequence HLA-A69:01. The binding affinity (normalized) is 0.0847. (5) The peptide sequence is VPFVQWFVGL. The MHC is Patr-B1301 with pseudo-sequence Patr-B1301. The binding affinity (normalized) is 0.646.